From a dataset of Catalyst prediction with 721,799 reactions and 888 catalyst types from USPTO. Predict which catalyst facilitates the given reaction. (1) Reactant: [NH3:1].[Cl:2][C:3]1[CH:8]=[C:7](Cl)[N:6]=[C:5]([C:10]2[CH:15]=[C:14]([Cl:16])[CH:13]=[CH:12][C:11]=2[O:17][CH3:18])[N:4]=1. Product: [Cl:2][C:3]1[N:4]=[C:5]([C:10]2[CH:15]=[C:14]([Cl:16])[CH:13]=[CH:12][C:11]=2[O:17][CH3:18])[N:6]=[C:7]([NH2:1])[CH:8]=1. The catalyst class is: 7. (2) Reactant: Cl[C:2]1[C:11]2=[N:12][N:13](CC3C=CC(OC)=CC=3)[CH:14]=[C:10]2[C:9]2[CH:8]=[C:7]([O:24][CH3:25])[CH:6]=[CH:5][C:4]=2[N:3]=1.[NH2:26][C:27]1[CH:28]=[C:29]([CH:33]=[CH:34][CH:35]=1)[C:30]([OH:32])=[O:31].Cl. Product: [CH3:25][O:24][C:7]1[CH:6]=[CH:5][C:4]2[N:3]=[C:2]([NH:26][C:27]3[CH:28]=[C:29]([CH:33]=[CH:34][CH:35]=3)[C:30]([OH:32])=[O:31])[C:11]3=[N:12][NH:13][CH:14]=[C:10]3[C:9]=2[CH:8]=1. The catalyst class is: 71.